From a dataset of Full USPTO retrosynthesis dataset with 1.9M reactions from patents (1976-2016). Predict the reactants needed to synthesize the given product. (1) Given the product [CH3:1][O:2][C:3]1[N:8]=[C:7]([CH3:9])[C:6]([C:10]2[C:11]3[CH:18]=[C:17]([CH2:19][O:20][C:21]4[CH:22]=[CH:23][C:24]([C@@H:27]([C:34]#[C:35][CH3:36])[CH2:28][C:29]([OH:31])=[O:30])=[CH:25][CH:26]=4)[CH:16]=[CH:15][C:12]=3[S:13][CH:14]=2)=[CH:5][CH:4]=1, predict the reactants needed to synthesize it. The reactants are: [CH3:1][O:2][C:3]1[N:8]=[C:7]([CH3:9])[C:6]([C:10]2[C:11]3[CH:18]=[C:17]([CH2:19][O:20][C:21]4[CH:26]=[CH:25][C:24]([C@@H:27]([C:34]#[C:35][CH3:36])[CH2:28][C:29]([O:31]CC)=[O:30])=[CH:23][CH:22]=4)[CH:16]=[CH:15][C:12]=3[S:13][CH:14]=2)=[CH:5][CH:4]=1.[Li+].[OH-].Cl. (2) Given the product [CH3:22][O:21][C:15]([C:16]1[CH:35]([C:34]2[CH:2]=[CH:3][C:4]([C:5]#[N:9])=[CH:37][CH:33]=2)[NH:12][C:10](=[S:11])[N:9]([C:5]2[CH:6]=[CH:7][CH:8]=[C:3]([C:2]([F:1])([F:13])[F:14])[CH:4]=2)[C:17]=1[CH3:19])=[O:20], predict the reactants needed to synthesize it. The reactants are: [F:1][C:2]([F:14])([F:13])[C:3]1[CH:4]=[C:5]([NH:9][C:10]([NH2:12])=[S:11])[CH:6]=[CH:7][CH:8]=1.[C:15]([O:21][CH3:22])(=[O:20])[CH2:16][C:17]([CH3:19])=O.C[Si](OP([O-])([O-])=O)(C)C.Cl.[CH2:33]1[CH2:37]O[CH2:35][CH2:34]1. (3) The reactants are: [Br:1][C:2]1[CH:3]=[C:4]2[N:10]=[C:9]([CH2:11][NH2:12])[NH:8][C:5]2=[N:6][CH:7]=1.CN(C(ON1N=NC2C=CC=CC1=2)=[N+](C)C)C.[B-](F)(F)(F)F.C(N(C(C)C)CC)(C)C.[CH3:44][C:45]1[CH:46]=[C:47]([CH:51]=[CH:52][C:53]=1[C:54]([N:56]1[CH2:60][CH:59]=[CH:58][CH2:57]1)=[O:55])[C:48](O)=[O:49]. Given the product [Br:1][C:2]1[CH:3]=[C:4]2[N:10]=[C:9]([CH2:11][NH:12][C:48](=[O:49])[C:47]3[CH:51]=[CH:52][C:53]([C:54]([N:56]4[CH2:57][CH:58]=[CH:59][CH2:60]4)=[O:55])=[C:45]([CH3:44])[CH:46]=3)[NH:8][C:5]2=[N:6][CH:7]=1, predict the reactants needed to synthesize it. (4) Given the product [CH2:1]([C@@H:8]([C:39](=[O:76])[NH:40][C@@H:41]([CH2:72][CH:73]([CH3:75])[CH3:74])[C:42](=[O:71])[C:43]([OH:70])([CH3:69])[CH2:44][O:45][S:46]([C:49]1[C:66]([CH3:67])=[CH:65][C:52]([O:53][CH2:54][C:55]([OH:57])=[O:56])=[CH:51][C:50]=1[CH3:68])(=[O:48])=[O:47])[NH:9][C:10](=[O:38])[C@H:11]([CH2:34][CH:35]([CH3:37])[CH3:36])[NH:12][C:13](=[O:33])[C@H:14]([CH2:25][CH2:26][C:27]1[CH:28]=[CH:29][CH:30]=[CH:31][CH:32]=1)[NH:15][C:16](=[O:24])[CH2:17][N:18]1[CH2:23][CH2:22][O:21][CH2:20][CH2:19]1)[C:2]1[CH:3]=[CH:4][CH:5]=[CH:6][CH:7]=1, predict the reactants needed to synthesize it. The reactants are: [CH2:1]([C@@H:8]([C:39](=[O:76])[NH:40][C@@H:41]([CH2:72][CH:73]([CH3:75])[CH3:74])[C:42](=[O:71])[C@@:43]([OH:70])([CH3:69])[CH2:44][O:45][S:46]([C:49]1[C:66]([CH3:67])=[CH:65][C:52]([O:53][CH2:54][C:55]([O:57]CC2C=CC=CC=2)=[O:56])=[CH:51][C:50]=1[CH3:68])(=[O:48])=[O:47])[NH:9][C:10](=[O:38])[C@H:11]([CH2:34][CH:35]([CH3:37])[CH3:36])[NH:12][C:13](=[O:33])[C@H:14]([CH2:25][CH2:26][C:27]1[CH:32]=[CH:31][CH:30]=[CH:29][CH:28]=1)[NH:15][C:16](=[O:24])[CH2:17][N:18]1[CH2:23][CH2:22][O:21][CH2:20][CH2:19]1)[C:2]1[CH:7]=[CH:6][CH:5]=[CH:4][CH:3]=1. (5) Given the product [CH:8](=[C:24]1[CH2:23][C:22]2[C:26](=[CH:27][CH:28]=[C:20]([O:19][CH3:18])[CH:21]=2)[C:25]1=[O:29])[CH2:9][CH2:10][CH3:11], predict the reactants needed to synthesize it. The reactants are: C(NC(C)C)(C)C.[CH2:8]([Li])[CH2:9][CH2:10][CH3:11].CCCCC.[CH3:18][O:19][C:20]1[CH:21]=[C:22]2[C:26](=[CH:27][CH:28]=1)[C:25](=[O:29])[CH2:24][CH2:23]2.C(=O)CCC. (6) Given the product [OH:11][C:4]1[CH:3]=[C:2]([I:20])[CH:10]=[CH:9][C:5]=1[C:6]([OH:8])=[O:7], predict the reactants needed to synthesize it. The reactants are: N[C:2]1[CH:3]=[C:4]([OH:11])[C:5](=[CH:9][CH:10]=1)[C:6]([OH:8])=[O:7].C(O)(=O)C.N([O-])=O.[Na+].[I-:20].[K+].